This data is from Catalyst prediction with 721,799 reactions and 888 catalyst types from USPTO. The task is: Predict which catalyst facilitates the given reaction. (1) Reactant: [C:1]12([C:15](OC)=[O:16])[N:7]([C:8]([O:10][C:11]([CH3:14])([CH3:13])[CH3:12])=[O:9])[CH:4]([CH2:5][CH2:6]1)[CH2:3][CH2:2]2.[C:19]1([Li])[CH:24]=[CH:23][CH:22]=[CH:21][CH:20]=1. Product: [C:15]([C:1]12[N:7]([C:8]([O:10][C:11]([CH3:12])([CH3:14])[CH3:13])=[O:9])[CH:4]([CH2:5][CH2:6]1)[CH2:3][CH2:2]2)(=[O:16])[C:19]1[CH:24]=[CH:23][CH:22]=[CH:21][CH:20]=1. The catalyst class is: 1. (2) Reactant: [H-].[Li+].[F:3][C:4]([F:17])([F:16])[C:5]([C:7]1[CH:12]=[C:11]([Cl:13])[C:10]([Cl:14])=[C:9]([Cl:15])[CH:8]=1)=[O:6].[CH3:18][O:19][C:20]([C:22]1[CH:26]=[C:25]([C:27](=[O:29])[CH3:28])[O:24][C:23]=1[CH3:30])=[O:21].CC(OC)(C)C. Product: [CH3:18][O:19][C:20]([C:22]1[CH:26]=[C:25]([C:27](=[O:29])[CH2:28][C:5]([OH:6])([C:7]2[CH:8]=[C:9]([Cl:15])[C:10]([Cl:14])=[C:11]([Cl:13])[CH:12]=2)[C:4]([F:3])([F:16])[F:17])[O:24][C:23]=1[CH3:30])=[O:21]. The catalyst class is: 1. (3) Reactant: C([O:3][C:4](=[O:36])[C:5]([CH3:35])([O:7][C:8]1[CH:13]=[CH:12][C:11]([O:14][CH2:15][CH2:16][C:17]2[N:18]=[C:19]([C:23]3[CH:28]=[CH:27][C:26]([C:29]4[CH:34]=[CH:33][CH:32]=[CH:31][CH:30]=4)=[CH:25][CH:24]=3)[O:20][C:21]=2[CH3:22])=[CH:10][CH:9]=1)[CH3:6])C.[OH-].[Na+]. Product: [CH3:35][C:5]([O:7][C:8]1[CH:9]=[CH:10][C:11]([O:14][CH2:15][CH2:16][C:17]2[N:18]=[C:19]([C:23]3[CH:24]=[CH:25][C:26]([C:29]4[CH:30]=[CH:31][CH:32]=[CH:33][CH:34]=4)=[CH:27][CH:28]=3)[O:20][C:21]=2[CH3:22])=[CH:12][CH:13]=1)([CH3:6])[C:4]([OH:36])=[O:3]. The catalyst class is: 5. (4) Reactant: Cl[C:2]1[CH:3]=[C:4]([C:22]([NH2:24])=[O:23])[C:5]([O:8][C:9]2[CH:14]=[CH:13][C:12]([O:15][C:16]3[CH:21]=[CH:20][CH:19]=[CH:18][CH:17]=3)=[CH:11][CH:10]=2)=[N:6][CH:7]=1.CC1(C)OB([C:31]2[CH2:32][CH2:33][N:34]([C:37]([O:39][C:40]([CH3:43])([CH3:42])[CH3:41])=[O:38])[CH2:35][CH:36]=2)OC1(C)C.C([O-])([O-])=O.[Cs+].[Cs+]. Product: [C:22]([C:4]1[CH:3]=[C:2]([C:31]2[CH2:36][CH2:35][N:34]([C:37]([O:39][C:40]([CH3:43])([CH3:42])[CH3:41])=[O:38])[CH2:33][CH:32]=2)[CH:7]=[N:6][C:5]=1[O:8][C:9]1[CH:14]=[CH:13][C:12]([O:15][C:16]2[CH:21]=[CH:20][CH:19]=[CH:18][CH:17]=2)=[CH:11][CH:10]=1)(=[O:23])[NH2:24]. The catalyst class is: 38. (5) Reactant: C[O-].[Na+].[CH3:4][C:5]1[CH:6]=[C:7]([CH:11]=[CH:12][CH:13]=1)[CH2:8][C:9]#[N:10].[C:14]1(=O)[CH2:19][CH2:18][CH2:17][CH2:16][CH2:15]1.C(O)=O. Product: [C:14]1(=[C:8]([C:7]2[CH:6]=[C:5]([CH3:4])[CH:13]=[CH:12][CH:11]=2)[C:9]#[N:10])[CH2:19][CH2:18][CH2:17][CH2:16][CH2:15]1. The catalyst class is: 8.